From a dataset of Full USPTO retrosynthesis dataset with 1.9M reactions from patents (1976-2016). Predict the reactants needed to synthesize the given product. Given the product [C:24]([N:26]=[C:27]([NH:10][C:6]12[CH2:9][C:3]([CH:2]([F:11])[F:1])([CH2:4][CH2:5]1)[CH2:8][CH2:7]2)[C:28]([CH3:37])([O:30][C:31]1[CH:36]=[CH:35][CH:34]=[CH:33][CH:32]=1)[CH3:29])#[N:25], predict the reactants needed to synthesize it. The reactants are: [F:1][CH:2]([F:11])[C:3]12[CH2:9][C:6]([NH2:10])([CH2:7][CH2:8]1)[CH2:5][CH2:4]2.FC(F)C12CCC(N)(CC1)CC2.[C:24]([N:26]=[C:27](OCC)[C:28]([CH3:37])([O:30][C:31]1[CH:36]=[CH:35][CH:34]=[CH:33][CH:32]=1)[CH3:29])#[N:25].